This data is from Forward reaction prediction with 1.9M reactions from USPTO patents (1976-2016). The task is: Predict the product of the given reaction. (1) Given the reactants [OH:1][C:2]1[CH:3]=[C:4]2[C:9](=[CH:10][CH:11]=1)[CH:8]=[N:7][CH:6]=[C:5]2[CH2:12][CH2:13][CH2:14][C:15]([F:18])([F:17])[F:16].[C:19]([N:26]1[CH2:31][CH2:30][CH:29](O)[CH2:28][CH2:27]1)([O:21][C:22]([CH3:25])([CH3:24])[CH3:23])=[O:20].N(C([O-])=O)=NC([O-])=O, predict the reaction product. The product is: [C:22]([O:21][C:19]([N:26]1[CH2:31][CH2:30][CH:29]([O:1][C:2]2[CH:3]=[C:4]3[C:9](=[CH:10][CH:11]=2)[CH:8]=[N:7][CH:6]=[C:5]3[CH2:12][CH2:13][CH2:14][C:15]([F:18])([F:16])[F:17])[CH2:28][CH2:27]1)=[O:20])([CH3:25])([CH3:23])[CH3:24]. (2) Given the reactants [Cl:1][C:2]1[CH:7]=[CH:6][C:5]([CH:8]([NH:15]C(=O)OC(C)(C)C)[CH2:9][NH:10][S:11]([CH3:14])(=[O:13])=[O:12])=[CH:4][CH:3]=1.FC(F)(F)C(O)=O, predict the reaction product. The product is: [NH2:15][CH:8]([C:5]1[CH:4]=[CH:3][C:2]([Cl:1])=[CH:7][CH:6]=1)[CH2:9][NH:10][S:11]([CH3:14])(=[O:13])=[O:12]. (3) Given the reactants Br[C:2]1[CH:3]=[CH:4][C:5]2[O:9][C:8]([CH2:10][OH:11])=[CH:7][C:6]=2[CH:12]=1.C([SnH2][C:18]1[CH:23]=[CH:22][N:21]=[N:20][CH:19]=1)(C)(C)C.O, predict the reaction product. The product is: [N:20]1[CH:19]=[CH:18][C:23]([C:2]2[CH:3]=[CH:4][C:5]3[O:9][C:8]([CH2:10][OH:11])=[CH:7][C:6]=3[CH:12]=2)=[CH:22][N:21]=1. (4) Given the reactants [F:1][C:2]1[CH:7]=[C:6]([CH3:8])[C:5]([S:9][CH2:10][C:11]([F:14])([F:13])[F:12])=[CH:4][C:3]=1[N:15]1[C:19]([CH2:20][F:21])=[CH:18][C:17]([O:22][C:23]([F:32])([F:31])[CH:24]([F:30])[O:25][C:26]([F:29])([F:28])[F:27])=[N:16]1.ClC1C=CC=C(C(OO)=[O:41])C=1, predict the reaction product. The product is: [F:1][C:2]1[CH:7]=[C:6]([CH3:8])[C:5]([S:9]([CH2:10][C:11]([F:12])([F:13])[F:14])=[O:41])=[CH:4][C:3]=1[N:15]1[C:19]([CH2:20][F:21])=[CH:18][C:17]([O:22][C:23]([F:32])([F:31])[CH:24]([F:30])[O:25][C:26]([F:28])([F:29])[F:27])=[N:16]1. (5) Given the reactants [C:1]([C:3]1[CH:8]=[CH:7][C:6]([C:9]2[CH:14]=[CH:13][CH:12]=[CH:11][C:10]=2[C:15]([F:18])([F:17])[F:16])=[CH:5][CH:4]=1)#[CH:2].C#CCCCCCC.I[C:28]1[CH:29]=[C:30]2[C:34](=[CH:35][CH:36]=1)[NH:33][CH:32]=[CH:31]2.IC1C=C2C(=CC=1)CN(C(C1C=CC=CC=1)(C1C=CC=CC=1)C1C=CC=CC=1)C2, predict the reaction product. The product is: [F:18][C:15]([F:16])([F:17])[C:10]1[CH:11]=[CH:12][CH:13]=[CH:14][C:9]=1[C:6]1[CH:7]=[CH:8][C:3]([C:1]#[C:2][C:28]2[CH:29]=[C:30]3[C:34](=[CH:35][CH:36]=2)[NH:33][CH:32]=[CH:31]3)=[CH:4][CH:5]=1. (6) Given the reactants Br[C:2]1[CH:3]=[C:4]([CH:16]=[CH:17][C:18]=1[F:19])[CH2:5][C:6]1([C:9]([O:11][C:12]([CH3:15])([CH3:14])[CH3:13])=[O:10])[CH2:8][CH2:7]1.[CH2:20]([NH2:27])[C:21]1[CH:26]=[CH:25][CH:24]=[CH:23][CH:22]=1.CC(C)([O-])C.[Na+].C1(P(C2C=CC=CC=2)C2C=CC3C(=CC=CC=3)C=2C2C3C(=CC=CC=3)C=CC=2P(C2C=CC=CC=2)C2C=CC=CC=2)C=CC=CC=1.[Cl-].[NH4+], predict the reaction product. The product is: [CH2:20]([NH:27][C:2]1[CH:3]=[C:4]([CH:16]=[CH:17][C:18]=1[F:19])[CH2:5][C:6]1([C:9]([O:11][C:12]([CH3:15])([CH3:14])[CH3:13])=[O:10])[CH2:8][CH2:7]1)[C:21]1[CH:26]=[CH:25][CH:24]=[CH:23][CH:22]=1. (7) The product is: [CH2:6]([N:1]1[CH:5]=[CH:4][N:3]=[CH:2]1)[C:7]1[CH:12]=[CH:11][CH:10]=[CH:9][CH:8]=1. Given the reactants [NH:1]1[CH:5]=[CH:4][N:3]=[CH:2]1.[CH2:6](Cl)[C:7]1[CH:12]=[CH:11][CH:10]=[CH:9][CH:8]=1.[OH-].[K+], predict the reaction product. (8) The product is: [CH2:1]([O:8][C:9]1[CH:14]=[CH:13][C:12]([O:15][C:16]([F:19])([F:18])[F:17])=[CH:11][C:10]=1[C:26]1[N:22]([CH3:21])[N:23]=[CH:24][CH:25]=1)[C:2]1[CH:7]=[CH:6][CH:5]=[CH:4][CH:3]=1. Given the reactants [CH2:1]([O:8][C:9]1[CH:14]=[CH:13][C:12]([O:15][C:16]([F:19])([F:18])[F:17])=[CH:11][C:10]=1Br)[C:2]1[CH:7]=[CH:6][CH:5]=[CH:4][CH:3]=1.[CH3:21][N:22]1[C:26](B(O)O)=[CH:25][CH:24]=[N:23]1.C1(P(C2CCCCC2)C2CCCCC2)CCCCC1.P([O-])([O-])([O-])=O.[K+].[K+].[K+], predict the reaction product. (9) The product is: [NH2:1][C:2]1[C:3]2[C:10]([C:11]3[CH:16]=[CH:15][C:14]([NH:17][C:18]([C:20]4[C:21](=[O:37])[N:22]([C:31]5[CH:32]=[CH:33][CH:34]=[CH:35][CH:36]=5)[C:23]5[CH2:24][CH2:25][CH2:26][CH:27]([OH:30])[C:28]=5[CH:29]=4)=[O:19])=[CH:13][CH:12]=3)=[CH:9][N:8]([CH3:38])[C:4]=2[N:5]=[CH:6][N:7]=1. Given the reactants [NH2:1][C:2]1[C:3]2[C:10]([C:11]3[CH:16]=[CH:15][C:14]([NH:17][C:18]([C:20]4[C:21](=[O:37])[N:22]([C:31]5[CH:36]=[CH:35][CH:34]=[CH:33][CH:32]=5)[C:23]5[CH2:24][CH2:25][CH2:26][C:27](=[O:30])[C:28]=5[CH:29]=4)=[O:19])=[CH:13][CH:12]=3)=[CH:9][N:8]([CH3:38])[C:4]=2[N:5]=[CH:6][N:7]=1.[H-].[Al+3].[Li+].[H-].[H-].[H-].C(C(C(C([O-])=O)O)O)([O-])=O.[Na+].[Na+], predict the reaction product. (10) The product is: [F:40][C:41]([F:52])([F:51])[C:42]([N:10]([CH2:11][C@H:13]1[CH2:17][CH2:16][N:15]([C:18]([O:20][C:21]([CH3:24])([CH3:23])[CH3:22])=[O:19])[CH2:14]1)[C@@H:8]1[CH2:9][C@H:7]1[C:1]1[CH:6]=[CH:5][CH:4]=[CH:3][CH:2]=1)=[O:43]. Given the reactants [C:1]1([C@@H:7]2[CH2:9][C@H:8]2[NH2:10])[CH:6]=[CH:5][CH:4]=[CH:3][CH:2]=1.[CH:11]([C@H:13]1[CH2:17][CH2:16][N:15]([C:18]([O:20][C:21]([CH3:24])([CH3:23])[CH3:22])=[O:19])[CH2:14]1)=O.C(O)(=O)C.C([BH3-])#N.[Na+].C(N(CC)CC)C.[F:40][C:41]([F:52])([F:51])[C:42](O[C:42](=[O:43])[C:41]([F:52])([F:51])[F:40])=[O:43], predict the reaction product.